From a dataset of Reaction yield outcomes from USPTO patents with 853,638 reactions. Predict the reaction yield, written as a fraction of the theoretical maximum amount of product (1.0 means a 100% yield; for example, 0.34 means a 34% yield). (1) The reactants are [CH2:1]([O:3][C:4](=[O:18])[CH2:5][CH2:6][CH2:7][CH2:8][CH2:9][CH2:10][O:11][C:12]1[CH:17]=[CH:16][CH:15]=[CH:14][CH:13]=1)[CH3:2].[CH2:19]([O:26]C1C=CC(O)=CC=1)[C:20]1[CH:25]=[CH:24][CH:23]=[CH:22][CH:21]=1.C1OCCOCCOCCOCCOCCOC1.C(=O)([O-])[O-].[K+].[K+].BrCCCCCCC(OCC)=O. The catalyst is CC(C)=O. The product is [CH2:1]([O:3][C:4](=[O:18])[CH2:5][CH2:6][CH2:7][CH2:8][CH2:9][CH2:10][O:11][C:12]1[CH:13]=[CH:14][C:15]([O:26][CH2:19][C:20]2[CH:25]=[CH:24][CH:23]=[CH:22][CH:21]=2)=[CH:16][CH:17]=1)[CH3:2]. The yield is 0.900. (2) The reactants are [CH2:1]([O:5][C:6]1[CH:11]=[CH:10][C:9]([CH2:12][CH2:13][CH2:14][OH:15])=[C:8]([O:16][C:17]2[CH:22]=[CH:21][C:20]([C:23]([F:26])([F:25])[F:24])=[CH:19][N:18]=2)[CH:7]=1)[CH2:2][CH2:3][CH3:4].O[C:28]1[C:33]([O:34][CH3:35])=[CH:32][CH:31]=[CH:30][C:29]=1[CH2:36][C:37]([O:39]C)=[O:38].C(P(CCCC)CCCC)CCC.N(C(N1CCCCC1)=O)=NC(N1CCCCC1)=O.O1CCCC1CO.[OH-].[Na+].Cl. The catalyst is O1CCCC1. The product is [CH2:1]([O:5][C:6]1[CH:11]=[CH:10][C:9]([CH2:12][CH2:13][CH2:14][O:15][C:28]2[C:33]([O:34][CH3:35])=[CH:32][CH:31]=[CH:30][C:29]=2[CH2:36][C:37]([OH:39])=[O:38])=[C:8]([O:16][C:17]2[CH:22]=[CH:21][C:20]([C:23]([F:26])([F:24])[F:25])=[CH:19][N:18]=2)[CH:7]=1)[CH2:2][CH2:3][CH3:4]. The yield is 0.640. (3) The reactants are [Cl:1][C:2]1[CH:3]=[C:4]([CH2:9][O:10][C:11]2[C:19]([F:20])=[CH:18][C:14]([C:15]([OH:17])=[O:16])=[C:13]([F:21])[CH:12]=2)[CH:5]=[N:6][C:7]=1Cl.[H-].[Na+].[CH3:24][CH:25]([OH:27])[CH3:26].Cl. The catalyst is C1COCC1. The product is [Cl:1][C:2]1[CH:3]=[C:4]([CH2:9][O:10][C:11]2[C:19]([F:20])=[CH:18][C:14]([C:15]([OH:17])=[O:16])=[C:13]([F:21])[CH:12]=2)[CH:5]=[N:6][C:7]=1[O:27][CH:25]([CH3:26])[CH3:24]. The yield is 0.460. (4) The reactants are [CH:1]1([C:4]2[O:8][C:7]([C:9]3[CH:14]=[CH:13][C:12]([CH:15]([O:22][CH3:23])[C:16](N(OC)C)=[O:17])=[CH:11][CH:10]=3)=[N:6][N:5]=2)[CH2:3][CH2:2]1.[Br:24][C:25]1[C:30]([O:31][CH3:32])=[CH:29][C:28]([C:33]2[O:34][CH:35]=[CH:36][CH:37]=2)=[CH:27][C:26]=1[O:38][CH3:39]. No catalyst specified. The product is [Br:24][C:25]1[C:26]([O:38][CH3:39])=[CH:27][C:28]([C:33]2[O:34][C:35]([C:16](=[O:17])[CH:15]([C:12]3[CH:11]=[CH:10][C:9]([C:7]4[O:8][C:4]([CH:1]5[CH2:2][CH2:3]5)=[N:5][N:6]=4)=[CH:14][CH:13]=3)[O:22][CH3:23])=[CH:36][CH:37]=2)=[CH:29][C:30]=1[O:31][CH3:32]. The yield is 0.310. (5) The reactants are C([N:9]1[CH2:14][CH2:13][C:12]([CH2:16][NH:17][C:18]([O:20][C:21]([CH3:24])([CH3:23])[CH3:22])=[O:19])([F:15])[CH2:11][CH2:10]1)(=O)C1C=CC=CC=1.[OH-].[Na+].O. The catalyst is C(O)C. The product is [C:21]([O:20][C:18]([NH:17][CH2:16][C:12]1([F:15])[CH2:11][CH2:10][NH:9][CH2:14][CH2:13]1)=[O:19])([CH3:24])([CH3:22])[CH3:23]. The yield is 0.580. (6) The reactants are O[CH2:2][C@@H:3]([CH3:16])[CH2:4][N:5]1[C:10]2[CH:11]=[CH:12][CH:13]=[CH:14][C:9]=2[S:8][CH2:7][C:6]1=[O:15].C1(P(C2C=CC=CC=2)C2C=CC=CC=2)C=CC=CC=1.N1C=CN=C1.[I:41]I. The catalyst is C(Cl)(Cl)Cl. The product is [I:41][CH2:2][C@@H:3]([CH3:16])[CH2:4][N:5]1[C:10]2[CH:11]=[CH:12][CH:13]=[CH:14][C:9]=2[S:8][CH2:7][C:6]1=[O:15]. The yield is 0.750. (7) The reactants are [H-].[Na+].[C:3]1([CH:9]=[CH:10][C:11](=[O:13])[CH3:12])[CH:8]=[CH:7][CH:6]=[CH:5][CH:4]=1.[CH3:14]S(C)=O. No catalyst specified. The product is [C:3]1([CH:9]2[CH2:14][CH:10]2[C:11](=[O:13])[CH3:12])[CH:8]=[CH:7][CH:6]=[CH:5][CH:4]=1. The yield is 0.970.